From a dataset of NCI-60 drug combinations with 297,098 pairs across 59 cell lines. Regression. Given two drug SMILES strings and cell line genomic features, predict the synergy score measuring deviation from expected non-interaction effect. (1) Drug 1: C1C(C(OC1N2C=C(C(=O)NC2=O)F)CO)O. Drug 2: CC12CCC3C(C1CCC2OP(=O)(O)O)CCC4=C3C=CC(=C4)OC(=O)N(CCCl)CCCl.[Na+]. Cell line: COLO 205. Synergy scores: CSS=29.2, Synergy_ZIP=-1.53, Synergy_Bliss=-2.95, Synergy_Loewe=-1.87, Synergy_HSA=0.522. (2) Drug 1: C1CN(P(=O)(OC1)NCCCl)CCCl. Drug 2: CCC1(C2=C(COC1=O)C(=O)N3CC4=CC5=C(C=CC(=C5CN(C)C)O)N=C4C3=C2)O.Cl. Cell line: DU-145. Synergy scores: CSS=58.2, Synergy_ZIP=-1.34, Synergy_Bliss=-3.35, Synergy_Loewe=-69.9, Synergy_HSA=-4.38. (3) Drug 1: C1CCN(CC1)CCOC2=CC=C(C=C2)C(=O)C3=C(SC4=C3C=CC(=C4)O)C5=CC=C(C=C5)O. Drug 2: C1=CN(C(=O)N=C1N)C2C(C(C(O2)CO)O)O.Cl. Cell line: NCI-H226. Synergy scores: CSS=16.2, Synergy_ZIP=-3.72, Synergy_Bliss=1.74, Synergy_Loewe=-29.7, Synergy_HSA=-0.835. (4) Drug 1: COC1=CC(=CC(=C1O)OC)C2C3C(COC3=O)C(C4=CC5=C(C=C24)OCO5)OC6C(C(C7C(O6)COC(O7)C8=CC=CS8)O)O. Drug 2: CC1=C2C(C(=O)C3(C(CC4C(C3C(C(C2(C)C)(CC1OC(=O)C(C(C5=CC=CC=C5)NC(=O)C6=CC=CC=C6)O)O)OC(=O)C7=CC=CC=C7)(CO4)OC(=O)C)O)C)OC(=O)C. Cell line: 786-0. Synergy scores: CSS=52.0, Synergy_ZIP=3.73, Synergy_Bliss=1.64, Synergy_Loewe=1.70, Synergy_HSA=5.49. (5) Drug 1: C1CN1C2=NC(=NC(=N2)N3CC3)N4CC4. Drug 2: CN(CCCl)CCCl.Cl. Cell line: RXF 393. Synergy scores: CSS=12.7, Synergy_ZIP=-6.13, Synergy_Bliss=-0.830, Synergy_Loewe=-3.73, Synergy_HSA=-0.354. (6) Synergy scores: CSS=25.5, Synergy_ZIP=-2.98, Synergy_Bliss=-5.34, Synergy_Loewe=-29.7, Synergy_HSA=-6.17. Cell line: A549. Drug 2: COC1=NC(=NC2=C1N=CN2C3C(C(C(O3)CO)O)O)N. Drug 1: C1=CN(C(=O)N=C1N)C2C(C(C(O2)CO)O)O.Cl. (7) Drug 1: CN1CCC(CC1)COC2=C(C=C3C(=C2)N=CN=C3NC4=C(C=C(C=C4)Br)F)OC. Drug 2: CC1C(C(CC(O1)OC2CC(CC3=C2C(=C4C(=C3O)C(=O)C5=C(C4=O)C(=CC=C5)OC)O)(C(=O)C)O)N)O.Cl. Cell line: LOX IMVI. Synergy scores: CSS=32.0, Synergy_ZIP=1.58, Synergy_Bliss=4.36, Synergy_Loewe=4.79, Synergy_HSA=6.85. (8) Drug 1: CC1=C2C(C(=O)C3(C(CC4C(C3C(C(C2(C)C)(CC1OC(=O)C(C(C5=CC=CC=C5)NC(=O)OC(C)(C)C)O)O)OC(=O)C6=CC=CC=C6)(CO4)OC(=O)C)O)C)O. Drug 2: C1CN(P(=O)(OC1)NCCCl)CCCl. Cell line: HT29. Synergy scores: CSS=41.6, Synergy_ZIP=2.58, Synergy_Bliss=1.65, Synergy_Loewe=-48.4, Synergy_HSA=-1.58. (9) Drug 1: CNC(=O)C1=CC=CC=C1SC2=CC3=C(C=C2)C(=NN3)C=CC4=CC=CC=N4. Drug 2: CCC1=CC2CC(C3=C(CN(C2)C1)C4=CC=CC=C4N3)(C5=C(C=C6C(=C5)C78CCN9C7C(C=CC9)(C(C(C8N6C)(C(=O)OC)O)OC(=O)C)CC)OC)C(=O)OC.C(C(C(=O)O)O)(C(=O)O)O. Cell line: MDA-MB-435. Synergy scores: CSS=80.4, Synergy_ZIP=18.3, Synergy_Bliss=19.9, Synergy_Loewe=-2.13, Synergy_HSA=20.1.